From a dataset of Forward reaction prediction with 1.9M reactions from USPTO patents (1976-2016). Predict the product of the given reaction. (1) The product is: [C:36]([N:38]1[CH2:39][CH2:44][N:43]([C:12]2[S:13][C:14]([C:17]([NH:19][CH2:20][C:21]3[CH:26]=[CH:25][N:24]4[CH:27]=[CH:28][N:29]=[C:23]4[CH:22]=3)=[O:18])=[CH:15][N:16]=2)[CH2:45][CH2:46]1)(=[O:37])[C:33]1[CH:34]=[CH:5][CH:4]=[CH:3][CH:1]=1. Given the reactants [C:1]([C:3]1[CH:5]=[CH:4][C:3]([CH2:1]N)=[CH:5][CH:4]=1)#N.Br[C:12]1[S:13][C:14]([C:17]([NH:19][CH2:20][C:21]2[CH:26]=[CH:25][N:24]3[CH:27]=[CH:28][N:29]=[C:23]3[CH:22]=2)=[O:18])=[CH:15][N:16]=1.BrC1S[C:33]([C:36]([NH:38][C:39]2C=CC3[N:43]([CH:45]=[CH:46]N=3)[CH:44]=2)=[O:37])=[CH:34]N=1, predict the reaction product. (2) Given the reactants Br[C:2]1[CH:7]=[C:6]([CH3:8])[C:5]([F:9])=[CH:4][C:3]=1[Cl:10].[CH3:11][N:12](C)C=O, predict the reaction product. The product is: [Cl:10][C:3]1[CH:4]=[C:5]([F:9])[C:6]([CH3:8])=[CH:7][C:2]=1[C:11]#[N:12].